This data is from Full USPTO retrosynthesis dataset with 1.9M reactions from patents (1976-2016). The task is: Predict the reactants needed to synthesize the given product. (1) Given the product [CH2:19]([S:20]([NH:23][C:6]([NH:26][CH:27]1[CH2:32][CH2:31][N:30]([C:33]2[C:43]([C:44]#[N:45])=[CH:42][C:36]([C:37]([O:39][CH2:40][CH3:41])=[O:38])=[C:35]([CH3:46])[N:34]=2)[CH2:29][CH2:28]1)=[O:7])(=[O:21])=[O:22])[C:13]1[CH:14]=[CH:15][CH:16]=[CH:17][CH:18]=1, predict the reactants needed to synthesize it. The reactants are: C1N=CN([C:6](N2C=NC=C2)=[O:7])C=1.[C:13]1([CH2:19][S:20]([NH2:23])(=[O:22])=[O:21])[CH:18]=[CH:17][CH:16]=[CH:15][CH:14]=1.Cl.Cl.[NH2:26][CH:27]1[CH2:32][CH2:31][N:30]([C:33]2[C:43]([C:44]#[N:45])=[CH:42][C:36]([C:37]([O:39][CH2:40][CH3:41])=[O:38])=[C:35]([CH3:46])[N:34]=2)[CH2:29][CH2:28]1.CCN(C(C)C)C(C)C. (2) The reactants are: Br[C:2]1[CH:7]=[CH:6][C:5]([N+:8]([O-:10])=[O:9])=[CH:4][CH:3]=1.[CH3:11][NH2:12]. Given the product [CH3:11][NH:12][C:2]1[CH:7]=[CH:6][C:5]([N+:8]([O-:10])=[O:9])=[CH:4][CH:3]=1, predict the reactants needed to synthesize it.